This data is from Reaction yield outcomes from USPTO patents with 853,638 reactions. The task is: Predict the reaction yield, written as a fraction of the theoretical maximum amount of product (1.0 means a 100% yield; for example, 0.34 means a 34% yield). (1) The reactants are Cl[C:2]1[C:7]([CH2:8][CH2:9][CH2:10][NH:11][C@@H:12]2[C@H:16]([CH2:17][CH3:18])[CH2:15][C@H:14]([NH:19][S:20]([CH:23]3[CH2:25][CH2:24]3)(=[O:22])=[O:21])[CH2:13]2)=[CH:6][N:5]=[C:4]2[N:26]([S:29]([C:32]3[CH:38]=[CH:37][C:35]([CH3:36])=[CH:34][CH:33]=3)(=[O:31])=[O:30])[CH:27]=[CH:28][C:3]=12.CCN(C(C)C)C(C)C.[I-].[K+]. The catalyst is C(O)CC. The product is [CH2:17]([C@H:16]1[C@@H:12]([N:11]2[C:2]3[C:7](=[CH:6][N:5]=[C:4]4[N:26]([S:29]([C:32]5[CH:38]=[CH:37][C:35]([CH3:36])=[CH:34][CH:33]=5)(=[O:31])=[O:30])[CH:27]=[CH:28][C:3]4=3)[CH2:8][CH2:9][CH2:10]2)[CH2:13][C@@H:14]([NH:19][S:20]([CH:23]2[CH2:25][CH2:24]2)(=[O:22])=[O:21])[CH2:15]1)[CH3:18]. The yield is 0.270. (2) The reactants are Cl[C:2]1[C:7]([N+:8]([O-:10])=[O:9])=[C:6]([NH2:11])[CH:5]=[CH:4][N:3]=1.[NH:12]1[CH2:17][CH2:16][CH2:15][CH2:14][CH2:13]1.C([O-])([O-])=O.[K+].[K+]. The catalyst is CN(C=O)C.CCOC(C)=O. The product is [N+:8]([C:7]1[C:2]([N:12]2[CH2:17][CH2:16][CH2:15][CH2:14][CH2:13]2)=[N:3][CH:4]=[CH:5][C:6]=1[NH2:11])([O-:10])=[O:9]. The yield is 0.756. (3) The reactants are [H-].[Na+].[O:3]1[C:7]2[CH:8]=[CH:9][CH:10]=[CH:11][C:6]=2[CH:5]=[C:4]1[CH2:12][C:13]([O:15][CH3:16])=[O:14].[C:17](OC)(=[O:19])[CH3:18].[Cl-].[NH4+]. The catalyst is C1OCCOCCOCCOCCOC1.C(COC)OC. The product is [O:3]1[C:7]2[CH:8]=[CH:9][CH:10]=[CH:11][C:6]=2[CH:5]=[C:4]1[CH:12]([C:17]([CH3:18])=[O:19])[C:13]([O:15][CH3:16])=[O:14]. The yield is 0.520. (4) The reactants are Cl[CH2:2][CH2:3][CH2:4][N:5]1[C:10]2[CH:11]=[CH:12][C:13]([F:15])=[CH:14][C:9]=2[O:8][CH2:7][C:6]1=[O:16].C([O-])([O-])=O.[K+].[K+].[Na+].[I-].[CH2:25]([CH:29]1[CH2:34][CH2:33][NH:32][CH2:31][CH2:30]1)[CH2:26][CH2:27][CH3:28]. The catalyst is CCCCCCC.CCOC(C)=O. The product is [CH2:25]([CH:29]1[CH2:34][CH2:33][N:32]([CH2:2][CH2:3][CH2:4][N:5]2[C:10]3[CH:11]=[CH:12][C:13]([F:15])=[CH:14][C:9]=3[O:8][CH2:7][C:6]2=[O:16])[CH2:31][CH2:30]1)[CH2:26][CH2:27][CH3:28]. The yield is 0.460. (5) The reactants are [NH2:1][C:2]1([C:5]#[N:6])[CH2:4][CH2:3]1.[C:7](Cl)(=[O:25])[CH2:8][CH2:9][CH2:10][CH2:11][CH2:12][CH2:13][CH2:14]/[CH:15]=[CH:16]\[CH2:17][CH2:18][CH2:19][CH2:20][CH2:21][CH2:22][CH2:23][CH3:24]. No catalyst specified. The product is [C:5]([C:2]1([NH:1][C:7](=[O:25])[CH2:8][CH2:9][CH2:10][CH2:11][CH2:12][CH2:13][CH2:14]/[CH:15]=[CH:16]\[CH2:17][CH2:18][CH2:19][CH2:20][CH2:21][CH2:22][CH2:23][CH3:24])[CH2:4][CH2:3]1)#[N:6]. The yield is 0.740. (6) The reactants are C(N(C(C)C)CC)(C)C.ClC(OC1C=CC([N+]([O-])=O)=CC=1)=O.[NH2:23][C@H:24]([CH2:44][C:45]1[CH:50]=[CH:49][C:48]([O:51][CH3:52])=[CH:47][CH:46]=1)[C:25]([N:27]1[CH2:32][CH2:31][C:30]([C:39](=[O:43])CCC)([CH:33]2[CH2:38][CH2:37][CH2:36][CH2:35][CH2:34]2)[CH2:29][CH2:28]1)=[O:26].F[C:54](F)(F)[C:55]([OH:57])=O.FC(F)(F)[C:62]([OH:64])=O.[NH:67]1[CH:71]=[C:70]([CH2:72][CH2:73][CH2:74][CH2:75][CH2:76][NH2:77])[N:69]=[CH:68]1. The catalyst is C(Cl)Cl.CN(C=O)C.O. The product is [CH:33]1([C:30]2([C:39]([O:57][CH2:55][CH3:54])=[O:43])[CH2:31][CH2:32][N:27]([C:25](=[O:26])[C@H:24]([NH:23][C:62]([NH:77][CH2:76][CH2:75][CH2:74][CH2:73][CH2:72][C:70]3[N:69]=[CH:68][NH:67][CH:71]=3)=[O:64])[CH2:44][C:45]3[CH:46]=[CH:47][C:48]([O:51][CH3:52])=[CH:49][CH:50]=3)[CH2:28][CH2:29]2)[CH2:34][CH2:35][CH2:36][CH2:37][CH2:38]1. The yield is 0.100. (7) The reactants are [F:1][C:2]1[CH:7]=[C:6]([F:8])[CH:5]=[CH:4][C:3]=1[C:9]1[N:10]=[C:11]2[N:15]([C:16]=1[C:17]1[CH:18]=[CH:19][C:20]3[N:21]([C:23]([C:26]([OH:29])([CH3:28])[CH3:27])=[N:24][N:25]=3)[N:22]=1)[CH:14]=[CH:13][O:12]2.[H-].[Na+].Br[CH2:33][CH2:34][O:35][CH3:36]. The catalyst is C1COCC1.CN(C=O)C. The product is [F:1][C:2]1[CH:7]=[C:6]([F:8])[CH:5]=[CH:4][C:3]=1[C:9]1[N:10]=[C:11]2[N:15]([C:16]=1[C:17]1[CH:18]=[CH:19][C:20]3[N:21]([C:23]([C:26]([O:29][CH2:33][CH2:34][O:35][CH3:36])([CH3:27])[CH3:28])=[N:24][N:25]=3)[N:22]=1)[CH:14]=[CH:13][O:12]2. The yield is 0.110.